From a dataset of Catalyst prediction with 721,799 reactions and 888 catalyst types from USPTO. Predict which catalyst facilitates the given reaction. (1) Reactant: CS(O[CH2:6][CH2:7][O:8][CH2:9][CH2:10][O:11][CH2:12][CH2:13][O:14][CH2:15][C:16]1[CH:21]=[CH:20][C:19]([O:22][CH3:23])=[CH:18][CH:17]=1)(=O)=O.[N-:24]=[N+:25]=[N-:26].[Na+]. Product: [N:24]([CH2:6][CH2:7][O:8][CH2:9][CH2:10][O:11][CH2:12][CH2:13][O:14][CH2:15][C:16]1[CH:21]=[CH:20][C:19]([O:22][CH3:23])=[CH:18][CH:17]=1)=[N+:25]=[N-:26]. The catalyst class is: 18. (2) Reactant: [Cl:1][C:2]1[CH:3]=[C:4]([CH:9]=[CH:10][C:11]=1[C:12]1[N:16]=[C:15]([C:17]2[N:18]=[C:19]3[C:24]([Cl:25])=[CH:23][C:22]([C:26]([F:29])([F:28])[F:27])=[CH:21][N:20]3[CH:30]=2)[O:14][N:13]=1)[C:5](=[N:7][OH:8])[NH2:6].C1N=CN([C:36](N2C=NC=C2)=[O:37])C=1. Product: [Cl:1][C:2]1[CH:3]=[C:4]([C:5]2[NH:7][O:8][C:36](=[O:37])[N:6]=2)[CH:9]=[CH:10][C:11]=1[C:12]1[N:16]=[C:15]([C:17]2[N:18]=[C:19]3[C:24]([Cl:25])=[CH:23][C:22]([C:26]([F:27])([F:28])[F:29])=[CH:21][N:20]3[CH:30]=2)[O:14][N:13]=1. The catalyst class is: 1. (3) Reactant: Br[C:2]1[C:10]2[C:5](=[CH:6][C:7]([C:11]([C:13]3[CH:14]=[CH:15][C:16]([Cl:30])=[C:17]([S:19]([NH:22][Si](C(C)(C)C)(C)C)(=[O:21])=[O:20])[CH:18]=3)=[O:12])=[CH:8][CH:9]=2)[N:4]([Si](C(C)(C)C)(C)C)[CH:3]=1.[CH3:38][C:39]1[CH:44]=[C:43](B(O)O)[CH:42]=[CH:41][N:40]=1.P([O-])([O-])([O-])=O.[K+].[K+].[K+]. Product: [Cl:30][C:16]1[CH:15]=[CH:14][C:13]([C:11]([C:7]2[CH:6]=[C:5]3[C:10]([C:2]([C:43]4[CH:42]=[CH:41][N:40]=[C:39]([CH3:38])[CH:44]=4)=[CH:3][NH:4]3)=[CH:9][CH:8]=2)=[O:12])=[CH:18][C:17]=1[S:19]([NH2:22])(=[O:20])=[O:21]. The catalyst class is: 762. (4) Reactant: [H-].[Na+].[NH:3]1[C:13]2[C:8](=[CH:9][CH:10]=[CH:11][CH:12]=2)[C:6](=[O:7])[C:4]1=[O:5].[CH:14](Br)([C:21]1[CH:26]=[CH:25][CH:24]=[CH:23][CH:22]=1)[C:15]1[CH:20]=[CH:19][CH:18]=[CH:17][CH:16]=1.O. Product: [C:15]1([CH:14]([C:21]2[CH:22]=[CH:23][CH:24]=[CH:25][CH:26]=2)[N:3]2[C:13]3[C:8](=[CH:9][CH:10]=[CH:11][CH:12]=3)[C:6](=[O:7])[C:4]2=[O:5])[CH:20]=[CH:19][CH:18]=[CH:17][CH:16]=1. The catalyst class is: 9. (5) Reactant: Cl.[N:2]12[CH2:9][CH2:8][CH:5]([CH2:6][CH2:7]1)[C:4](=[O:10])[CH2:3]2.[OH-].[K+].[N:13]1[CH:18]=[CH:17][CH:16]=[C:15]([CH:19]=O)[CH:14]=1. Product: [N:13]1[CH:18]=[CH:17][CH:16]=[C:15]([CH:19]=[C:3]2[C:4](=[O:10])[CH:5]3[CH2:8][CH2:9][N:2]2[CH2:7][CH2:6]3)[CH:14]=1. The catalyst class is: 5.